Dataset: Full USPTO retrosynthesis dataset with 1.9M reactions from patents (1976-2016). Task: Predict the reactants needed to synthesize the given product. (1) Given the product [Cl:1][C:2]1[CH:3]=[CH:4][C:5]([O:6][C:7]2[CH:12]=[CH:11][C:10]([N:13]3[C@@H:17]([C:18]4[CH:23]=[CH:22][CH:21]=[C:20]([O:24][CH2:25][CH2:26][OH:27])[CH:19]=4)[CH2:16][N:15]([CH2:34][CH2:35][S:36]([NH2:39])(=[O:37])=[O:38])[C:14]3=[O:58])=[CH:9][CH:8]=2)=[CH:59][CH:60]=1, predict the reactants needed to synthesize it. The reactants are: [Cl:1][C:2]1[CH:60]=[CH:59][C:5]([O:6][C:7]2[CH:12]=[CH:11][C:10]([N:13]3[C@@H:17]([C:18]4[CH:23]=[CH:22][CH:21]=[C:20]([O:24][CH2:25][CH2:26][O:27]C5CCCCO5)[CH:19]=4)[CH2:16][N:15]([CH2:34][CH2:35][S:36]([N:39](CC4C=CC(OC)=CC=4)CC4C=CC(OC)=CC=4)(=[O:38])=[O:37])[C:14]3=[O:58])=[CH:9][CH:8]=2)=[CH:4][CH:3]=1.[OH-].[Na+].O. (2) Given the product [CH:46]1([N:39]2[C:40]3[CH:45]=[CH:44][CH:43]=[CH:42][C:41]=3[N:37]([CH2:36][CH2:35][CH2:34][N:15]3[CH2:16][CH2:17][C:12]4([N:8]([C:5]5[CH:4]=[CH:3][C:2]([F:1])=[CH:7][CH:6]=5)[CH2:9][N:10]([CH2:19][C:20]5[CH:21]=[CH:22][CH:30]=[CH:31][C:32]=5[C:52]([O:53][C:12]([CH3:17])([CH3:13])[CH3:11])=[O:55])[C:11]4=[O:18])[CH2:13][CH2:14]3)[C:38]2=[O:49])[CH2:48][CH2:47]1, predict the reactants needed to synthesize it. The reactants are: [F:1][C:2]1[CH:7]=[CH:6][C:5]([N:8]2[C:12]3([CH2:17][CH2:16][NH:15][CH2:14][CH2:13]3)[C:11](=[O:18])[N:10]([CH2:19][C:20]3[CH:21]=[C:22]([CH:30]=[CH:31][CH:32]=3)C(OC(C)(C)C)=O)[CH2:9]2)=[CH:4][CH:3]=1.Cl[CH2:34][CH2:35][CH2:36][N:37]1[C:41]2[CH:42]=[CH:43][CH:44]=[CH:45][C:40]=2[N:39]([CH:46]2[CH2:48][CH2:47]2)[C:38]1=[O:49].[I-].[Na+].[C:52](=[O:55])([O-])[O-:53].[K+].[K+]. (3) Given the product [CH3:19][C:20]1([CH2:24][O:25][C:5]2[N:10]=[CH:9][C:8]([C:11]#[C:12][C:13]3[CH:18]=[CH:17][CH:16]=[CH:15][CH:14]=3)=[CH:7][N:6]=2)[CH2:23][O:22][CH2:21]1, predict the reactants needed to synthesize it. The reactants are: CS([C:5]1[N:10]=[CH:9][C:8]([C:11]#[C:12][C:13]2[CH:18]=[CH:17][CH:16]=[CH:15][CH:14]=2)=[CH:7][N:6]=1)(=O)=O.[CH3:19][C:20]1([CH2:24][OH:25])[CH2:23][O:22][CH2:21]1.